From a dataset of Forward reaction prediction with 1.9M reactions from USPTO patents (1976-2016). Predict the product of the given reaction. (1) Given the reactants COC1C=CC(C[N:8]2[C:12]3=[N:13][CH:14]=[C:15]([C:17]4[CH:18]=[C:19]([NH:23][C:24](=[O:27])[CH:25]=[CH2:26])[CH:20]=[CH:21][CH:22]=4)[CH:16]=[C:11]3[C:10]([CH3:28])=[N:9]2)=CC=1.FC(F)(F)C(O)=O.C(OCC)(=O)C, predict the reaction product. The product is: [CH3:28][C:10]1[C:11]2[C:12](=[N:13][CH:14]=[C:15]([C:17]3[CH:18]=[C:19]([NH:23][C:24](=[O:27])[CH:25]=[CH2:26])[CH:20]=[CH:21][CH:22]=3)[CH:16]=2)[NH:8][N:9]=1. (2) Given the reactants [NH2:1][C:2]1[CH:11]=[CH:10][C:9]([F:12])=[CH:8][C:3]=1[C:4]([O:6][CH3:7])=[O:5].[C:13](Cl)(=[O:17])[CH:14]([CH3:16])[CH3:15].C(N(CC)CC)C, predict the reaction product. The product is: [F:12][C:9]1[CH:10]=[CH:11][C:2]([NH:1][C:13](=[O:17])[CH:14]([CH3:16])[CH3:15])=[C:3]([CH:8]=1)[C:4]([O:6][CH3:7])=[O:5].